Dataset: Forward reaction prediction with 1.9M reactions from USPTO patents (1976-2016). Task: Predict the product of the given reaction. (1) Given the reactants [Cl:1][CH2:2][CH2:3][C:4]([C:6]1[CH:7]=[C:8]2[C:12](=[CH:13][CH:14]=1)[NH:11][C:10](=[O:15])[CH2:9]2)=O.FC(F)(F)C(O)=O.C([SiH](CC)CC)C, predict the reaction product. The product is: [Cl:1][CH2:2][CH2:3][CH2:4][C:6]1[CH:7]=[C:8]2[C:12](=[CH:13][CH:14]=1)[NH:11][C:10](=[O:15])[CH2:9]2. (2) Given the reactants [OH-:1].[Na+].[Cl:3][C:4]1[CH:11]=[CH:10]C(C#N)=[C:6]([NH:12][C@H:13]2[CH2:18][CH2:17][CH2:16][CH2:15][C@@H:14]2[N:19]2[CH2:23][CH2:22][CH2:21][CH2:20]2)[CH:5]=1.Cl.[CH2:25]([OH:28])[CH2:26]O, predict the reaction product. The product is: [Cl:3][C:4]1[CH:11]=[CH:10][C:26]([C:25]([OH:28])=[O:1])=[C:6]([NH:12][C@H:13]2[CH2:18][CH2:17][CH2:16][CH2:15][C@@H:14]2[N:19]2[CH2:23][CH2:22][CH2:21][CH2:20]2)[CH:5]=1.